From a dataset of Full USPTO retrosynthesis dataset with 1.9M reactions from patents (1976-2016). Predict the reactants needed to synthesize the given product. (1) Given the product [Br:40][C:41]1[CH:48]=[C:45]([CH:46]=[O:47])[C:44]([OH:49])=[CH:43][C:42]=1[O:39][CH2:38][C:34]1[CH:35]=[CH:36][CH:37]=[C:30]([C:27]2[CH:28]=[CH:29][C:21]3[O:20][CH2:25][CH2:24][O:23][C:22]=3[CH:26]=2)[C:31]=1[C:32]#[N:33], predict the reactants needed to synthesize it. The reactants are: C1(P(C2C=CC=CC=2)C2C=CC=CC=2)C=CC=CC=1.[O:20]1[CH2:25][CH2:24][O:23][C:22]2[CH:26]=[C:27]([C:30]3[CH:37]=[CH:36][CH:35]=[C:34]([CH2:38][OH:39])[C:31]=3[C:32]#[N:33])[CH:28]=[CH:29][C:21]1=2.[Br:40][C:41]1[C:42](O)=[CH:43][C:44]([OH:49])=[C:45]([CH:48]=1)[CH:46]=[O:47].N(C(OC(C)C)=O)=NC(OC(C)C)=O. (2) The reactants are: [CH3:1][NH2:2].[Cl:3][C:4]1[CH:9]=[CH:8][C:7]([O:10][C:11]2[CH:16]=[CH:15][C:14]([S:17](Cl)(=[O:19])=[O:18])=[CH:13][CH:12]=2)=[CH:6][CH:5]=1. Given the product [CH3:1][NH:2][S:17]([C:14]1[CH:15]=[CH:16][C:11]([O:10][C:7]2[CH:8]=[CH:9][C:4]([Cl:3])=[CH:5][CH:6]=2)=[CH:12][CH:13]=1)(=[O:19])=[O:18], predict the reactants needed to synthesize it. (3) Given the product [Cl:1][C:2]1[C:11]2[C:6](=[CH:7][C:8]([O:14][CH2:16][CH2:17][Cl:18])=[C:9]([O:12][CH3:13])[CH:10]=2)[N:5]=[CH:4][N:3]=1, predict the reactants needed to synthesize it. The reactants are: [Cl:1][C:2]1[C:11]2[C:6](=[CH:7][C:8]([OH:14])=[C:9]([O:12][CH3:13])[CH:10]=2)[N:5]=[CH:4][N:3]=1.Br[CH2:16][CH2:17][Cl:18].C(=O)([O-])[O-].[K+].[K+]. (4) Given the product [Cl:12][C:10]1[CH:11]=[C:2]([NH:1][CH:14]2[CH2:17][CH2:16][CH2:15]2)[C:3]([CH3:13])=[C:4]([CH:9]=1)[C:5]([O:7][CH3:8])=[O:6], predict the reactants needed to synthesize it. The reactants are: [NH2:1][C:2]1[C:3]([CH3:13])=[C:4]([CH:9]=[C:10]([Cl:12])[CH:11]=1)[C:5]([O:7][CH3:8])=[O:6].[C:14]1(=O)[CH2:17][CH2:16][CH2:15]1.C(O)(=O)C.C(O[BH-](OC(=O)C)OC(=O)C)(=O)C.[Na+]. (5) Given the product [O:39]1[CH:40]=[CH:41][CH:42]=[C:38]1[C:36]1[NH:35][N:34]=[C:33]([NH:32][CH:2]=[C:3]2[C:11]3[C:6](=[CH:7][CH:8]=[CH:9][C:10]=3[CH3:12])[NH:5][C:4]2=[O:13])[CH:37]=1, predict the reactants needed to synthesize it. The reactants are: O/[CH:2]=[C:3]1\[C:4](=[O:13])[NH:5][C:6]2[C:11]\1=[C:10]([CH3:12])[CH:9]=[CH:8][CH:7]=2.O/C=C1\C(=O)NC2C\1=CC=CC=2.NC1C=CNN=1.[NH2:32][C:33]1[CH:37]=[C:36]([C:38]2[O:39][CH:40]=[CH:41][CH:42]=2)[NH:35][N:34]=1. (6) The reactants are: [F:1][C:2]1[CH:3]=[C:4]([CH:8]=[CH:9][C:10]=1[I:11])[C:5]([NH2:7])=[O:6].C(Cl)(=O)[C:13](Cl)=[O:14]. Given the product [F:1][C:2]1[CH:3]=[C:4]([CH:8]=[CH:9][C:10]=1[I:11])[C:5]([N:7]=[C:13]=[O:14])=[O:6], predict the reactants needed to synthesize it.